The task is: Predict the reactants needed to synthesize the given product.. This data is from Full USPTO retrosynthesis dataset with 1.9M reactions from patents (1976-2016). (1) Given the product [CH:21]1([C:19]2[O:18][C:3]3[C:2](=[C:7]([C:8]#[N:9])[C:6]([CH3:10])=[C:5]([C:11]4[CH:16]=[CH:15][CH:14]=[CH:13][CH:12]=4)[C:4]=3[F:17])[N:1]=2)[CH2:25][CH2:24][CH2:23][CH2:22]1, predict the reactants needed to synthesize it. The reactants are: [NH2:1][C:2]1[C:7]([C:8]#[N:9])=[C:6]([CH3:10])[C:5]([C:11]2[CH:16]=[CH:15][CH:14]=[CH:13][CH:12]=2)=[C:4]([F:17])[C:3]=1[O:18][C:19]([CH:21]1[CH2:25][CH2:24][CH2:23][CH2:22]1)=O.C1(C)C=CC(S([O-])(=O)=O)=CC=1.[NH+]1C=CC=CC=1. (2) Given the product [CH3:14][C:15]1([CH3:17])[C:11]2[C:6](=[CH:7][C:8]([OH:12])=[CH:9][CH:10]=2)[C:3]([CH3:5])([CH3:4])[CH2:2][O:1]1, predict the reactants needed to synthesize it. The reactants are: [OH:1][CH2:2][C:3]([C:6]1[CH:7]=[C:8]([OH:12])[CH:9]=[CH:10][CH:11]=1)([CH3:5])[CH3:4].Cl.[CH3:14][C:15]([CH3:17])=O. (3) Given the product [Cl:13][CH2:11][CH2:12][O:9][C:4]1[CH:5]=[CH:6][CH:7]=[CH:8][C:3]=1[O:2][CH3:1], predict the reactants needed to synthesize it. The reactants are: [CH3:1][O:2][C:3]1[CH:8]=[CH:7][CH:6]=[CH:5][C:4]=1[OH:9].Br[CH:11]([Cl:13])[CH3:12].C(=O)([O-])[O-].[K+].[K+]. (4) Given the product [CH:2]([CH2:1][NH:4][C:5]([N:7]1[C:11]([CH3:12])=[CH:10][C:9]([O:13][C:14]2[C:19]([Cl:20])=[CH:18][C:17]([C:21]([F:22])([F:23])[F:24])=[CH:16][C:15]=2[Cl:25])=[N:8]1)=[O:6])=[O:27], predict the reactants needed to synthesize it. The reactants are: [CH2:1]([NH:4][C:5]([N:7]1[C:11]([CH3:12])=[CH:10][C:9]([O:13][C:14]2[C:19]([Cl:20])=[CH:18][C:17]([C:21]([F:24])([F:23])[F:22])=[CH:16][C:15]=2[Cl:25])=[N:8]1)=[O:6])[CH:2]=C.I([O-])(=O)(=O)=[O:27].[Na+].S([O-])([O-])(=O)=S.[Na+].[Na+].C(OCC)(=O)C. (5) The reactants are: [NH:1]1[CH:8]=[CH:7][C:5](=[O:6])[NH:4][C:2]1=[S:3].[OH-].[Na+].I[CH3:12]. Given the product [CH3:12][S:3][C:2]1[N:4]=[C:5]([OH:6])[CH:7]=[CH:8][N:1]=1, predict the reactants needed to synthesize it.